From a dataset of NCI-60 drug combinations with 297,098 pairs across 59 cell lines. Regression. Given two drug SMILES strings and cell line genomic features, predict the synergy score measuring deviation from expected non-interaction effect. (1) Drug 1: C1CCN(CC1)CCOC2=CC=C(C=C2)C(=O)C3=C(SC4=C3C=CC(=C4)O)C5=CC=C(C=C5)O. Drug 2: CC1=CC2C(CCC3(C2CCC3(C(=O)C)OC(=O)C)C)C4(C1=CC(=O)CC4)C. Cell line: HL-60(TB). Synergy scores: CSS=-22.8, Synergy_ZIP=11.1, Synergy_Bliss=1.31, Synergy_Loewe=-10.2, Synergy_HSA=-12.9. (2) Drug 1: COC1=CC(=CC(=C1O)OC)C2C3C(COC3=O)C(C4=CC5=C(C=C24)OCO5)OC6C(C(C7C(O6)COC(O7)C8=CC=CS8)O)O. Drug 2: C1=NC2=C(N=C(N=C2N1C3C(C(C(O3)CO)O)O)F)N. Cell line: SK-MEL-5. Synergy scores: CSS=25.4, Synergy_ZIP=2.40, Synergy_Bliss=3.26, Synergy_Loewe=-6.28, Synergy_HSA=4.95. (3) Drug 1: CC1=CC2C(CCC3(C2CCC3(C(=O)C)OC(=O)C)C)C4(C1=CC(=O)CC4)C. Drug 2: C1C(C(OC1N2C=NC(=NC2=O)N)CO)O. Cell line: OVCAR-8. Synergy scores: CSS=20.8, Synergy_ZIP=-4.31, Synergy_Bliss=-0.827, Synergy_Loewe=-27.3, Synergy_HSA=-1.74. (4) Drug 1: CC1=C2C(C(=O)C3(C(CC4C(C3C(C(C2(C)C)(CC1OC(=O)C(C(C5=CC=CC=C5)NC(=O)OC(C)(C)C)O)O)OC(=O)C6=CC=CC=C6)(CO4)OC(=O)C)OC)C)OC. Cell line: LOX IMVI. Synergy scores: CSS=27.8, Synergy_ZIP=0.605, Synergy_Bliss=-1.32, Synergy_Loewe=-30.7, Synergy_HSA=0.141. Drug 2: C1=CN(C=N1)CC(O)(P(=O)(O)O)P(=O)(O)O. (5) Drug 1: COC1=C(C=C2C(=C1)N=CN=C2NC3=CC(=C(C=C3)F)Cl)OCCCN4CCOCC4. Drug 2: CCC1=CC2CC(C3=C(CN(C2)C1)C4=CC=CC=C4N3)(C5=C(C=C6C(=C5)C78CCN9C7C(C=CC9)(C(C(C8N6C)(C(=O)OC)O)OC(=O)C)CC)OC)C(=O)OC.C(C(C(=O)O)O)(C(=O)O)O. Cell line: SK-MEL-5. Synergy scores: CSS=68.3, Synergy_ZIP=10.9, Synergy_Bliss=11.1, Synergy_Loewe=8.59, Synergy_HSA=13.3. (6) Drug 1: C1=CN(C(=O)N=C1N)C2C(C(C(O2)CO)O)O.Cl. Drug 2: COC1=C2C(=CC3=C1OC=C3)C=CC(=O)O2. Cell line: RPMI-8226. Synergy scores: CSS=14.5, Synergy_ZIP=-6.43, Synergy_Bliss=-5.55, Synergy_Loewe=-23.9, Synergy_HSA=-10.1. (7) Drug 1: CC1=C2C(C(=O)C3(C(CC4C(C3C(C(C2(C)C)(CC1OC(=O)C(C(C5=CC=CC=C5)NC(=O)OC(C)(C)C)O)O)OC(=O)C6=CC=CC=C6)(CO4)OC(=O)C)OC)C)OC. Drug 2: C1=NC2=C(N1)C(=S)N=C(N2)N. Cell line: PC-3. Synergy scores: CSS=62.4, Synergy_ZIP=11.7, Synergy_Bliss=11.7, Synergy_Loewe=11.5, Synergy_HSA=15.9. (8) Drug 1: CS(=O)(=O)C1=CC(=C(C=C1)C(=O)NC2=CC(=C(C=C2)Cl)C3=CC=CC=N3)Cl. Drug 2: CC1=C(C(=O)C2=C(C1=O)N3CC4C(C3(C2COC(=O)N)OC)N4)N. Cell line: SNB-75. Synergy scores: CSS=42.7, Synergy_ZIP=4.26, Synergy_Bliss=6.52, Synergy_Loewe=-56.6, Synergy_HSA=4.79. (9) Drug 1: CCCS(=O)(=O)NC1=C(C(=C(C=C1)F)C(=O)C2=CNC3=C2C=C(C=N3)C4=CC=C(C=C4)Cl)F. Drug 2: B(C(CC(C)C)NC(=O)C(CC1=CC=CC=C1)NC(=O)C2=NC=CN=C2)(O)O. Cell line: MDA-MB-231. Synergy scores: CSS=0.425, Synergy_ZIP=-0.169, Synergy_Bliss=-0.713, Synergy_Loewe=0.359, Synergy_HSA=-2.73. (10) Drug 1: CC1C(C(CC(O1)OC2CC(OC(C2O)C)OC3=CC4=CC5=C(C(=O)C(C(C5)C(C(=O)C(C(C)O)O)OC)OC6CC(C(C(O6)C)O)OC7CC(C(C(O7)C)O)OC8CC(C(C(O8)C)O)(C)O)C(=C4C(=C3C)O)O)O)O. Drug 2: C(=O)(N)NO. Cell line: A549. Synergy scores: CSS=54.1, Synergy_ZIP=2.85, Synergy_Bliss=3.79, Synergy_Loewe=-39.5, Synergy_HSA=1.56.